From a dataset of Full USPTO retrosynthesis dataset with 1.9M reactions from patents (1976-2016). Predict the reactants needed to synthesize the given product. (1) Given the product [Si:1]([O:18][CH2:19][C@H:20]1[O:24][C@@H:23]([N:25]2[CH:32]=[C:31]([CH3:33])[C:29](=[O:30])[NH:28][C:26]2=[O:27])[C@H:22]([O:34][CH2:35][CH2:36][O:37][CH3:38])[C@@H:21]1[CH:60]=[CH:59][C:53]1[CH:58]=[CH:57][CH:56]=[CH:55][CH:54]=1)([C:14]([CH3:17])([CH3:16])[CH3:15])([C:2]1[CH:3]=[CH:4][CH:5]=[CH:6][CH:7]=1)[C:8]1[CH:9]=[CH:10][CH:11]=[CH:12][CH:13]=1, predict the reactants needed to synthesize it. The reactants are: [Si:1]([O:18][CH2:19][C@H:20]1[O:24][C@@H:23]([N:25]2[CH:32]=[C:31]([CH3:33])[C:29](=[O:30])[NH:28][C:26]2=[O:27])[C@H:22]([O:34][CH2:35][CH2:36][O:37][CH3:38])[C@@H:21]1OC(OC1C=CC=C(C(C)(C)C)C=1)=S)([C:14]([CH3:17])([CH3:16])[CH3:15])([C:8]1[CH:13]=[CH:12][CH:11]=[CH:10][CH:9]=1)[C:2]1[CH:7]=[CH:6][CH:5]=[CH:4][CH:3]=1.[C:53]1([CH:59]=[CH:60][Sn](CCCC)(CCCC)CCCC)[CH:58]=[CH:57][CH:56]=[CH:55][CH:54]=1.CC(N=NC(C#N)(C)C)(C#N)C. (2) Given the product [CH3:54][N:51]1[CH2:52][CH2:53][C:47]2[CH:46]=[C:45]([N:43]3[C:42](=[O:57])[CH2:41][C@@H:40]([NH:39][C:7]([C:5]4[S:6][C:2]([Br:1])=[CH:3][CH:4]=4)=[O:9])[CH2:44]3)[CH:56]=[CH:55][C:48]=2[CH2:49][CH2:50]1, predict the reactants needed to synthesize it. The reactants are: [Br:1][C:2]1[S:6][C:5]([C:7]([OH:9])=O)=[CH:4][CH:3]=1.CN1CCOCC1.CN(C(ON1N=NC2C=CC=CC1=2)=[N+](C)C)C.[B-](F)(F)(F)F.[NH2:39][C@H:40]1[CH2:44][N:43]([C:45]2[CH:56]=[CH:55][C:48]3[CH2:49][CH2:50][N:51]([CH3:54])[CH2:52][CH2:53][C:47]=3[CH:46]=2)[C:42](=[O:57])[CH2:41]1.FC(F)(F)C(O)=O. (3) Given the product [CH3:1][C:3]([C:4]([NH:6][CH2:7][CH2:8][CH2:9][N:12]([CH3:13])[CH3:11])=[O:5])=[CH2:10].[CH3:26][C:24]([C:23]([O:28][CH2:29][CH2:30][OH:31])=[O:27])=[CH2:25], predict the reactants needed to synthesize it. The reactants are: [CH:1]([CH:3]1[CH2:10][CH2:9][CH2:8][CH2:7][NH:6][C:4]1=[O:5])=C.[CH3:11][N:12](CCCC=C(C)C(N)=O)[CH3:13].[C:23]([O:28][CH2:29][CH2:30][OH:31])(=[O:27])[C:24]([CH3:26])=[CH2:25].